Task: Regression. Given a peptide amino acid sequence and an MHC pseudo amino acid sequence, predict their binding affinity value. This is MHC class I binding data.. Dataset: Peptide-MHC class I binding affinity with 185,985 pairs from IEDB/IMGT (1) The peptide sequence is DINVIGLIV. The MHC is HLA-A33:01 with pseudo-sequence HLA-A33:01. The binding affinity (normalized) is 0.192. (2) The peptide sequence is DLANSHQR. The MHC is H-2-Db with pseudo-sequence H-2-Db. The binding affinity (normalized) is 0.